Dataset: Reaction yield outcomes from USPTO patents with 853,638 reactions. Task: Predict the reaction yield, written as a fraction of the theoretical maximum amount of product (1.0 means a 100% yield; for example, 0.34 means a 34% yield). (1) The reactants are Cl[C:2]1[C:11]2[C:6](=[CH:7][CH:8]=[C:9]([Cl:12])[N:10]=2)[N:5]=[CH:4][C:3]=1[C:13](=[O:15])[CH3:14].[N:16]1([CH2:21][CH2:22][C:23]2[CH:24]=[C:25]([CH:27]=[CH:28][CH:29]=2)[NH2:26])[CH2:20][CH2:19][CH2:18][CH2:17]1. No catalyst specified. The product is [Cl:12][C:9]1[N:10]=[C:11]2[C:6](=[CH:7][CH:8]=1)[N:5]=[CH:4][C:3]([C:13](=[O:15])[CH3:14])=[C:2]2[NH:26][C:25]1[CH:27]=[CH:28][CH:29]=[C:23]([CH2:22][CH2:21][N:16]2[CH2:17][CH2:18][CH2:19][CH2:20]2)[CH:24]=1. The yield is 0.570. (2) The reactants are B(Br)(Br)Br.[CH2:5]([S:7]([C:10]1[CH:11]=[CH:12][C:13]([O:34]C)=[C:14]([C:16]2[C:25]3[C:20](=[CH:21][CH:22]=[C:23]([C:26]4[CH:27]=[N:28][N:29]([CH3:31])[CH:30]=4)[CH:24]=3)[C:19](=[O:32])[N:18]([CH3:33])[CH:17]=2)[CH:15]=1)(=[O:9])=[O:8])[CH3:6]. The catalyst is C(Cl)Cl. The product is [CH2:5]([S:7]([C:10]1[CH:11]=[CH:12][C:13]([OH:34])=[C:14]([C:16]2[C:25]3[C:20](=[CH:21][CH:22]=[C:23]([C:26]4[CH:27]=[N:28][N:29]([CH3:31])[CH:30]=4)[CH:24]=3)[C:19](=[O:32])[N:18]([CH3:33])[CH:17]=2)[CH:15]=1)(=[O:8])=[O:9])[CH3:6]. The yield is 0.361. (3) The reactants are [CH3:1][N:2]([CH3:29])[CH2:3][CH2:4][O:5][C:6]1[C:11]([O:12][CH2:13][CH2:14][O:15][C:16]2[C:21]([N:22]3[CH2:27][CH2:26][NH:25][CH2:24][C@H:23]3[CH3:28])=[N:20][CH:19]=[CH:18][N:17]=2)=[CH:10][CH:9]=[CH:8][N:7]=1.[C:30](O[BH-](OC(=O)C)OC(=O)C)(=O)C.[Na+].C=O.[OH-].[Na+]. The catalyst is ClCCCl.O. The product is [CH3:1][N:2]([CH3:29])[CH2:3][CH2:4][O:5][C:6]1[C:11]([O:12][CH2:13][CH2:14][O:15][C:16]2[C:21]([N:22]3[CH2:27][CH2:26][N:25]([CH3:30])[CH2:24][C@H:23]3[CH3:28])=[N:20][CH:19]=[CH:18][N:17]=2)=[CH:10][CH:9]=[CH:8][N:7]=1. The yield is 0.670. (4) The yield is 0.910. The product is [SH:14][C:13]1[N:1]2[N:2]=[C:6]([C:7]([O:9][CH3:10])=[O:8])[CH:5]=[CH:4][C:3]2=[N:26][N:20]=1. No catalyst specified. The reactants are [NH:1]([C:3]1C=C[C:6]([C:7]([O:9][CH3:10])=[O:8])=[CH:5][CH:4]=1)[NH2:2].[C:13]([N:20]1C=CN=C1)(N1C=CN=C1)=[S:14].C[N:26](C=O)C. (5) The catalyst is C1COCC1. The reactants are [C:1]([O:5][C:6](=[O:14])[NH:7][CH:8]1[CH2:13][CH2:12][NH:11][CH2:10][CH2:9]1)([CH3:4])([CH3:3])[CH3:2].C(N(CC)CC)C.[F:22][C:23]1[CH:30]=[CH:29][C:26]([CH2:27]Br)=[CH:25][CH:24]=1. The product is [C:1]([O:5][C:6](=[O:14])[NH:7][CH:8]1[CH2:13][CH2:12][N:11]([CH2:27][C:26]2[CH:29]=[CH:30][C:23]([F:22])=[CH:24][CH:25]=2)[CH2:10][CH2:9]1)([CH3:4])([CH3:2])[CH3:3]. The yield is 0.865. (6) The reactants are [H-].[Na+].[CH3:3][O:4][C:5]1[CH:10]=[C:9]([C:11]2[N:12]([CH3:18])[C:13]([NH:16][CH3:17])=[N:14][N:15]=2)[CH:8]=[CH:7][N:6]=1.CS(O[CH2:24][C:25]1[N:29]=[C:28]([C:30]2[CH:35]=[CH:34][CH:33]=[C:32]([C:36]#[N:37])[CH:31]=2)[O:27][N:26]=1)(=O)=O. The catalyst is CN(C=O)C. The product is [CH3:3][O:4][C:5]1[CH:10]=[C:9]([C:11]2[N:12]([CH3:18])[C:13]([N:16]([CH2:24][C:25]3[N:29]=[C:28]([C:30]4[CH:31]=[C:32]([CH:33]=[CH:34][CH:35]=4)[C:36]#[N:37])[O:27][N:26]=3)[CH3:17])=[N:14][N:15]=2)[CH:8]=[CH:7][N:6]=1. The yield is 0.423. (7) The reactants are N12CCCN=C1CCCCC2.[CH:12]([Si:15]([CH:27]([CH3:29])[CH3:28])([CH:24]([CH3:26])[CH3:25])[O:16][CH2:17][CH:18]1[O:22][C:21](=[O:23])[CH:20]=[CH:19]1)([CH3:14])[CH3:13].[N+:30]([CH3:33])([O-:32])=[O:31]. No catalyst specified. The product is [CH:27]([Si:15]([CH:12]([CH3:13])[CH3:14])([CH:24]([CH3:26])[CH3:25])[O:16][CH2:17][CH:18]1[O:22][C:21](=[O:23])[CH2:20][CH:19]1[CH2:33][N+:30]([O-:32])=[O:31])([CH3:29])[CH3:28]. The yield is 0.550. (8) The reactants are [CH:1]1([C:7]2[CH:13]=[CH:12][C:10]([NH2:11])=[CH:9][C:8]=2[N+:14]([O-:16])=[O:15])[CH2:6][CH2:5][CH2:4][CH2:3][CH2:2]1.CCN(CC)CC.[C:24](OC(=O)C)(=[O:26])[CH3:25]. The catalyst is C(Cl)Cl. The product is [CH:1]1([C:7]2[CH:13]=[CH:12][C:10]([NH:11][C:24](=[O:26])[CH3:25])=[CH:9][C:8]=2[N+:14]([O-:16])=[O:15])[CH2:2][CH2:3][CH2:4][CH2:5][CH2:6]1. The yield is 0.930.